Dataset: Reaction yield outcomes from USPTO patents with 853,638 reactions. Task: Predict the reaction yield, written as a fraction of the theoretical maximum amount of product (1.0 means a 100% yield; for example, 0.34 means a 34% yield). (1) The reactants are [Si]([O:18][C@H:19]1[C:28]2[C:23](=[CH:24][CH:25]=[CH:26][CH:27]=2)[C@H:22]([N:29]2[C:37]([CH3:38])=[N:36][C:35]3[C:30]2=[N:31][C:32]([N:39]2[C:43]4[CH:44]=[C:45]([C:48]#[N:49])[CH:46]=[CH:47][C:42]=4[N:41]=[CH:40]2)=[N:33][CH:34]=3)[CH2:21][CH2:20]1)(C(C)(C)C)(C1C=CC=CC=1)C1C=CC=CC=1.[F-].[Cs+]. The catalyst is CN(C=O)C. The product is [OH:18][C@H:19]1[C:28]2[C:23](=[CH:24][CH:25]=[CH:26][CH:27]=2)[C@H:22]([N:29]2[C:37]([CH3:38])=[N:36][C:35]3[C:30]2=[N:31][C:32]([N:39]2[C:43]4[CH:44]=[C:45]([C:48]#[N:49])[CH:46]=[CH:47][C:42]=4[N:41]=[CH:40]2)=[N:33][CH:34]=3)[CH2:21][CH2:20]1. The yield is 0.600. (2) The reactants are [C:1]([C:3]1[CH:4]=[C:5]([NH:9][C:10](=[O:33])[NH:11][C:12]2[CH:17]=[CH:16][C:15]([S:18]([NH:21][CH2:22][C:23]3[CH:28]=[CH:27][C:26]([S:29](=[O:32])(=[O:31])[NH2:30])=[CH:25][CH:24]=3)(=[O:20])=[O:19])=[CH:14][CH:13]=2)[CH:6]=[CH:7][CH:8]=1)#[N:2].[N:34]1([C:40]([O:42][CH2:43][CH3:44])=[O:41])[CH2:39][CH2:38][NH:37][CH2:36][CH2:35]1. No catalyst specified. The product is [NH:2]=[C:1]([C:3]1[CH:8]=[CH:7][CH:6]=[C:5]([NH:9][C:10]([NH:11][C:12]2[CH:17]=[CH:16][C:15]([S:18](=[O:20])(=[O:19])[NH:21][CH2:22][C:23]3[CH:28]=[CH:27][C:26]([S:29](=[O:32])(=[O:31])[NH2:30])=[CH:25][CH:24]=3)=[CH:14][CH:13]=2)=[O:33])[CH:4]=1)[N:37]1[CH2:36][CH2:35][N:34]([C:40]([O:42][CH2:43][CH3:44])=[O:41])[CH2:39][CH2:38]1. The yield is 0.0800.